From a dataset of Reaction yield outcomes from USPTO patents with 853,638 reactions. Predict the reaction yield, written as a fraction of the theoretical maximum amount of product (1.0 means a 100% yield; for example, 0.34 means a 34% yield). (1) The reactants are C[O:2][C:3](=O)[C:4]1[CH:9]=[CH:8][C:7]([O:10][CH3:11])=[CH:6][C:5]=1[CH3:12].C1C(=O)[N:18](Br)C(=O)C1.C(OOC(=O)C1C=CC=CC=1)(=O)C1C=CC=CC=1.C([O-])(O)=O.[Na+]. The catalyst is C(Cl)(Cl)(Cl)Cl. The product is [CH3:11][O:10][C:7]1[CH:6]=[C:5]2[C:4](=[CH:9][CH:8]=1)[C:3](=[O:2])[NH:18][CH2:12]2. The yield is 0.270. (2) The reactants are [NH2:1][C:2]12[CH2:9][CH2:8][C:5]([CH2:10][OH:11])([CH2:6][CH2:7]1)[CH:4]([OH:12])[CH2:3]2.[C:13]([C@H:17]1[CH2:22][CH2:21][C@H:20]([O:23][C:24]2[CH:25]=[C:26]3[C:31](=[CH:32][CH:33]=2)[CH:30]=[C:29]([CH:34]=O)[CH:28]=[CH:27]3)[CH2:19][CH2:18]1)([CH3:16])([CH3:15])[CH3:14].CC(O)=O.[BH-](OC(C)=O)(OC(C)=O)OC(C)=O.[Na+]. The catalyst is C(Cl)Cl. The product is [C:13]([C@H:17]1[CH2:22][CH2:21][C@H:20]([O:23][C:24]2[CH:25]=[C:26]3[C:31](=[CH:32][CH:33]=2)[CH:30]=[C:29]([CH2:34][NH:1][C:2]24[CH2:7][CH2:6][C:5]([CH2:10][OH:11])([CH2:8][CH2:9]2)[CH:4]([OH:12])[CH2:3]4)[CH:28]=[CH:27]3)[CH2:19][CH2:18]1)([CH3:16])([CH3:15])[CH3:14]. The yield is 0.140. (3) The reactants are [CH3:1][N:2]([CH3:24])[C:3]1[N:23]=[C:6]2[CH:7]=[C:8]([NH:11][C:12]([C:14]3[N:18]([CH3:19])[N:17]=[CH:16][C:15]=3[C:20]([OH:22])=O)=[O:13])[CH:9]=[CH:10][N:5]2[N:4]=1.[NH:25]1[CH2:30][CH2:29][O:28][CH2:27][CH2:26]1.CCCP(=O)=O.C(N(C(C)C)CC)(C)C. The catalyst is O1CCCC1. The product is [CH3:24][N:2]([CH3:1])[C:3]1[N:23]=[C:6]2[CH:7]=[C:8]([NH:11][C:12]([C:14]3[N:18]([CH3:19])[N:17]=[CH:16][C:15]=3[C:20]([N:25]3[CH2:30][CH2:29][O:28][CH2:27][CH2:26]3)=[O:22])=[O:13])[CH:9]=[CH:10][N:5]2[N:4]=1. The yield is 0.838.